Dataset: Peptide-MHC class II binding affinity with 134,281 pairs from IEDB. Task: Regression. Given a peptide amino acid sequence and an MHC pseudo amino acid sequence, predict their binding affinity value. This is MHC class II binding data. (1) The peptide sequence is VQYSRADEEQQQALS. The binding affinity (normalized) is 0.0195. The MHC is DRB1_0901 with pseudo-sequence DRB1_0901. (2) The peptide sequence is PSWASVKEDLVAYGG. The MHC is DRB1_0901 with pseudo-sequence DRB1_0901. The binding affinity (normalized) is 0.398. (3) The peptide sequence is RASINEFIAKIQKCL. The MHC is DRB1_0101 with pseudo-sequence DRB1_0101. The binding affinity (normalized) is 0.731. (4) The peptide sequence is YFVAILDYLNHMAKE. The MHC is DRB1_0901 with pseudo-sequence DRB1_0901. The binding affinity (normalized) is 0.348. (5) The peptide sequence is ALLVVAVGLRVV. The MHC is DRB1_0701 with pseudo-sequence DRB1_0701. The binding affinity (normalized) is 0.823. (6) The peptide sequence is LRIKSYEDAKSPLTA. The MHC is DRB1_1001 with pseudo-sequence DRB1_1001. The binding affinity (normalized) is 0.450.